From a dataset of Full USPTO retrosynthesis dataset with 1.9M reactions from patents (1976-2016). Predict the reactants needed to synthesize the given product. Given the product [Cl:21][C:17]1[CH:16]=[C:15]([S:12]([NH:11][C:9]2[CH:8]=[C:7]([CH3:22])[N:6]=[C:5]3[S:4][C:3]([CH3:23])=[C:2]([CH2:32][C:33]4[CH:38]=[CH:37][CH:36]=[CH:35][CH:34]=4)[C:10]=23)(=[O:14])=[O:13])[CH:20]=[CH:19][CH:18]=1, predict the reactants needed to synthesize it. The reactants are: Br[C:2]1[C:10]2[C:5](=[N:6][C:7]([CH3:22])=[CH:8][C:9]=2[NH:11][S:12]([C:15]2[CH:20]=[CH:19][CH:18]=[C:17]([Cl:21])[CH:16]=2)(=[O:14])=[O:13])[S:4][C:3]=1[CH3:23].CC1(C)C(C)(C)OB([CH2:32][C:33]2[CH:38]=[CH:37][CH:36]=[CH:35][CH:34]=2)O1.C(=O)([O-])[O-].[K+].[K+].C(OCC)(=O)C.